From a dataset of Full USPTO retrosynthesis dataset with 1.9M reactions from patents (1976-2016). Predict the reactants needed to synthesize the given product. (1) Given the product [N+:39]([C:36]1[CH:35]=[CH:34][C:33]([O:32][C:30](=[O:31])[NH:1][C:2]2[CH:3]=[C:4]3[C:9](=[CH:10][CH:11]=2)[C:8](=[O:12])[NH:7][C:6](=[O:13])[C:5]3=[CH:14][NH:15][C:16]2[CH:17]=[CH:18][C:19]([N:22]3[CH2:23][CH2:24][N:25]([CH3:28])[CH2:26][CH2:27]3)=[CH:20][CH:21]=2)=[CH:38][CH:37]=1)([O-:41])=[O:40], predict the reactants needed to synthesize it. The reactants are: [NH2:1][C:2]1[CH:3]=[C:4]2[C:9](=[CH:10][CH:11]=1)[C:8](=[O:12])[NH:7][C:6](=[O:13])/[C:5]/2=[CH:14]\[NH:15][C:16]1[CH:21]=[CH:20][C:19]([N:22]2[CH2:27][CH2:26][N:25]([CH3:28])[CH2:24][CH2:23]2)=[CH:18][CH:17]=1.Cl[C:30]([O:32][C:33]1[CH:38]=[CH:37][C:36]([N+:39]([O-:41])=[O:40])=[CH:35][CH:34]=1)=[O:31]. (2) Given the product [CH2:1]([N:8]1[C:16]2[C:11](=[CH:12][CH:13]=[C:14]([C:17]3[C:22]([Cl:23])=[CH:21][N:20]=[C:19]([NH:24][C:25]([C@@H:27]4[CH2:32][CH2:31][CH2:30][NH:29][CH2:28]4)=[O:26])[CH:18]=3)[CH:15]=2)[C:10]([C:40]#[N:41])=[CH:9]1)[C:2]1[CH:7]=[CH:6][CH:5]=[CH:4][CH:3]=1, predict the reactants needed to synthesize it. The reactants are: [CH2:1]([N:8]1[C:16]2[C:11](=[CH:12][CH:13]=[C:14]([C:17]3[C:22]([Cl:23])=[CH:21][N:20]=[C:19]([NH:24][C:25]([C@@H:27]4[CH2:32][CH2:31][CH2:30][N:29](C(OC(C)(C)C)=O)[CH2:28]4)=[O:26])[CH:18]=3)[CH:15]=2)[C:10]([C:40]#[N:41])=[CH:9]1)[C:2]1[CH:7]=[CH:6][CH:5]=[CH:4][CH:3]=1.FC(F)(F)C(O)=O. (3) Given the product [CH:32]([O:35][C:36]1[CH:41]=[CH:40][C:39]([N:42]2[C:46]3[CH:47]=[CH:48][C:49](/[CH:51]=[CH:8]\[C:7]4[CH:6]=[CH:5][C:4]([C:2]#[N:3])=[CH:29][CH:28]=4)=[CH:50][C:45]=3[N:44]=[CH:43]2)=[CH:38][CH:37]=1)([CH3:34])[CH3:33], predict the reactants needed to synthesize it. The reactants are: [Cl-].[C:2]([C:4]1[CH:29]=[CH:28][C:7]([CH2:8][P+](C2C=CC=CC=2)(C2C=CC=CC=2)C2C=CC=CC=2)=[CH:6][CH:5]=1)#[N:3].[H-].[Na+].[CH:32]([O:35][C:36]1[CH:41]=[CH:40][C:39]([N:42]2[C:46]3[CH:47]=[CH:48][C:49]([CH:51]=O)=[CH:50][C:45]=3[N:44]=[CH:43]2)=[CH:38][CH:37]=1)([CH3:34])[CH3:33]. (4) Given the product [F:35][C:32]1[CH:33]=[CH:34][C:29]([CH2:28][O:27][CH2:26][C:25]([NH:24][CH2:23][C:22]#[C:21][C:18]2[CH:17]=[CH:16][C:15]([S:12](=[O:13])(=[O:14])[NH:11][C:8]3[CH:7]=[C:3]([O:4][CH3:5])[C:2]([O:1][CH3:6])=[C:10]([O:38][CH3:37])[CH:9]=3)=[CH:20][CH:19]=2)=[O:36])=[CH:30][CH:31]=1, predict the reactants needed to synthesize it. The reactants are: [O:1]1[CH2:6][CH2:5][O:4][C:3]2[CH:7]=[C:8]([NH:11][S:12]([C:15]3[CH:20]=[CH:19][C:18]([C:21]#[C:22][CH2:23][NH:24][C:25](=[O:36])[CH2:26][O:27][CH2:28][C:29]4[CH:34]=[CH:33][C:32]([F:35])=[CH:31][CH:30]=4)=[CH:17][CH:16]=3)(=[O:14])=[O:13])[CH:9]=[CH:10][C:2]1=2.[CH3:37][O:38]C1C=C(C=C(OC)C=1OC)N. (5) Given the product [Br:7][C:8]1[CH:9]=[CH:10][C:11]([CH2:12][O:13][C:14]2[C:15]([CH2:21][CH2:22][N:23]([CH2:24][C:25]3[CH:26]=[CH:27][C:28]([C:29]([O:31][CH3:32])=[O:30])=[CH:33][CH:34]=3)[CH2:38][CH2:39][CH2:40][CH2:41][C:42]([O:44][CH2:45][CH3:1])=[O:43])=[N:16][C:17]([CH3:20])=[CH:18][CH:19]=2)=[CH:35][CH:36]=1, predict the reactants needed to synthesize it. The reactants are: [C:1](=O)([O-])[O-].[Na+].[Na+].[Br:7][C:8]1[CH:36]=[CH:35][C:11]([CH2:12][O:13][C:14]2[C:15]([CH2:21][CH2:22][NH:23][CH2:24][C:25]3[CH:34]=[CH:33][C:28]([C:29]([O:31][CH3:32])=[O:30])=[CH:27][CH:26]=3)=[N:16][C:17]([CH3:20])=[CH:18][CH:19]=2)=[CH:10][CH:9]=1.Br[CH2:38][CH2:39][CH2:40][CH2:41][C:42]([O:44][CH3:45])=[O:43]. (6) Given the product [ClH:1].[NH2:15][C@@H:16]([CH:17]([CH3:18])[CH2:19][CH3:20])[C:21]([N:5]1[CH2:6][C:3]([F:7])([F:2])[CH2:4]1)=[O:22], predict the reactants needed to synthesize it. The reactants are: [ClH:1].[F:2][C:3]1([F:7])[CH2:6][NH:5][CH2:4]1.C([NH:15][C@H:16]([C:21](O)=[O:22])[C@H:17]([CH2:19][CH3:20])[CH3:18])(OC(C)(C)C)=O.Cl. (7) Given the product [CH:8]([Si:7]([CH:14]([CH3:16])[CH3:15])([CH:11]([CH3:13])[CH3:12])[O:6][C:5]1[CH:4]=[C:3]2[C:2]([CH2:22][CH2:21][C@H:20]([C:24]3[CH:29]=[CH:28][CH:27]=[CH:26][CH:25]=3)[O:19]2)=[CH:18][CH:17]=1)([CH3:10])[CH3:9], predict the reactants needed to synthesize it. The reactants are: Br[C:2]1[CH:18]=[CH:17][C:5]([O:6][Si:7]([CH:14]([CH3:16])[CH3:15])([CH:11]([CH3:13])[CH3:12])[CH:8]([CH3:10])[CH3:9])=[CH:4][C:3]=1[O:19][C@@H:20]([C:24]1[CH:29]=[CH:28][CH:27]=[CH:26][CH:25]=1)[CH2:21][CH2:22]Cl.C([Li])CCC.CCCCCC.